From a dataset of Full USPTO retrosynthesis dataset with 1.9M reactions from patents (1976-2016). Predict the reactants needed to synthesize the given product. (1) Given the product [F:31][C:4]1[CH:3]=[C:2]([C:2]2[CH:7]=[CH:6][CH:5]=[CH:4][CH:3]=2)[CH:7]=[CH:6][C:5]=1[C:8]1([C:11]2[N:15]3[CH2:16][CH2:17][S:18][C:19]([CH2:22][OH:23])([CH3:21])[CH2:20][C:14]3=[N:13][N:12]=2)[CH2:9][CH2:10]1, predict the reactants needed to synthesize it. The reactants are: Br[C:2]1[CH:7]=[CH:6][C:5]([C:8]2([C:11]3[N:15]4[CH2:16][CH2:17][S:18][C:19]([CH2:22][O:23][Si](C(C)(C)C)(C)C)([CH3:21])[CH2:20][C:14]4=[N:13][N:12]=3)[CH2:10][CH2:9]2)=[C:4]([F:31])[CH:3]=1.Cl. (2) Given the product [O:23]1[C:24]2[CH:25]=[CH:26][C:27]([C:2]3[CH:7]=[CH:6][C:5]([C:8]([N:10]4[CH2:14][CH2:13][CH2:12][C@H:11]4[CH2:15][N:16]4[CH2:20][CH2:19][CH2:18][CH2:17]4)=[O:9])=[C:4]([F:21])[CH:3]=3)=[CH:28][C:29]=2[O:30][CH2:22]1, predict the reactants needed to synthesize it. The reactants are: Br[C:2]1[CH:7]=[CH:6][C:5]([C:8]([N:10]2[CH2:14][CH2:13][CH2:12][C@H:11]2[CH2:15][N:16]2[CH2:20][CH2:19][CH2:18][CH2:17]2)=[O:9])=[C:4]([F:21])[CH:3]=1.[CH2:22]1[O:30][C:29]2[CH:28]=[CH:27][C:26](B(O)O)=[CH:25][C:24]=2[O:23]1. (3) Given the product [N+:9]([C:5]1[CH:4]=[C:3]([CH:8]=[CH:7][CH:6]=1)[CH2:2][N:12]1[CH2:16][CH2:15][CH2:14][CH2:13]1)([O-:11])=[O:10], predict the reactants needed to synthesize it. The reactants are: Br[CH2:2][C:3]1[CH:8]=[CH:7][CH:6]=[C:5]([N+:9]([O-:11])=[O:10])[CH:4]=1.[NH:12]1[CH2:16][CH2:15][CH2:14][CH2:13]1.C(N(CC)CC)C.O. (4) Given the product [Cl:26][C:27]1[CH:32]=[C:31]([F:33])[CH:30]=[CH:29][C:28]=1[CH2:34][NH:35][C:5](=[O:7])[C@@H:4]1[CH2:9][CH2:10][C:11](=[O:12])[N:3]1[CH2:1][CH3:2], predict the reactants needed to synthesize it. The reactants are: [CH2:1]([N:3]1[C:11](=[O:12])[CH2:10][CH2:9][C@H:4]1[C:5]([O:7]C)=O)[CH3:2].[OH-].[Na+].Cl.ON1C2C=CC=CC=2N=N1.[Cl:26][C:27]1[CH:32]=[C:31]([F:33])[CH:30]=[CH:29][C:28]=1[CH2:34][NH2:35].Cl.CN(C)CCCN=C=NCC. (5) Given the product [F:45][C:2]([F:1])([F:46])[C:3]1[CH:4]=[C:5]([CH:38]=[C:39]([C:41]([F:44])([F:42])[F:43])[CH:40]=1)[CH2:6][N:7]1[C:11]([C:12]2[CH:13]=[N:14][CH:15]=[CH:16][CH:17]=2)=[C:10]([C:18]([C:20]2[C:21]([CH2:32][CH:33]=[O:34])=[N:22][O:23][C:24]=2[C:25]2[CH:30]=[CH:29][CH:28]=[CH:27][C:26]=2[Cl:31])=[O:19])[N:9]=[CH:8]1, predict the reactants needed to synthesize it. The reactants are: [F:1][C:2]([F:46])([F:45])[C:3]1[CH:4]=[C:5]([CH:38]=[C:39]([C:41]([F:44])([F:43])[F:42])[CH:40]=1)[CH2:6][N:7]1[C:11]([C:12]2[CH:13]=[N:14][CH:15]=[CH:16][CH:17]=2)=[C:10]([C:18]([C:20]2[C:21]([CH2:32][CH:33]3OCC[O:34]3)=[N:22][O:23][C:24]=2[C:25]2[CH:30]=[CH:29][CH:28]=[CH:27][C:26]=2[Cl:31])=[O:19])[N:9]=[CH:8]1.O. (6) Given the product [F:12][C:3]1[CH:4]=[CH:5][C:6]([C:8]([F:11])([F:10])[F:9])=[CH:7][C:2]=1[N:16]1[CH2:17][CH2:18][CH:14]([OH:13])[CH2:15]1, predict the reactants needed to synthesize it. The reactants are: Br[C:2]1[CH:7]=[C:6]([C:8]([F:11])([F:10])[F:9])[CH:5]=[CH:4][C:3]=1[F:12].[OH:13][CH:14]1[CH2:18][CH2:17][NH:16][CH2:15]1.C1(P(C2C=CC=CC=2)C2C=CC3C(=CC=CC=3)C=2C2C3C(=CC=CC=3)C=CC=2P(C2C=CC=CC=2)C2C=CC=CC=2)C=CC=CC=1.C(=O)([O-])[O-].[Cs+].[Cs+]. (7) Given the product [CH3:17][Si:18]([CH3:21])([CH3:20])[O:7][CH2:6][C:5]1[CH:8]=[CH:9][C:2]([NH2:1])=[CH:3][CH:4]=1, predict the reactants needed to synthesize it. The reactants are: [NH2:1][C:2]1[CH:9]=[CH:8][C:5]([CH2:6][OH:7])=[CH:4][CH:3]=1.C(N(CC)CC)C.[CH3:17][Si:18]([CH3:21])([CH3:20])Cl.